Predict the reaction yield, written as a fraction of the theoretical maximum amount of product (1.0 means a 100% yield; for example, 0.34 means a 34% yield). From a dataset of Reaction yield outcomes from USPTO patents with 853,638 reactions. (1) The reactants are [C:1]([O:7][CH2:8][CH3:9])(=[O:6])[CH2:2][C:3]([OH:5])=O.N1C=CC=CC=1C1C=CC=CN=1.[Li]CCCC.[CH3:27][C:28](C)([CH:32]=[CH2:33])[C:29](Cl)=O. The catalyst is C1COCC1.CCOCC. The product is [CH2:8]([O:7][C:1](=[O:6])[CH2:2][C:3](=[O:5])[C:28]([CH3:29])([CH3:27])[CH:32]=[CH2:33])[CH3:9]. The yield is 0.980. (2) The reactants are [NH2:1][C:2]1[N:10]=[C:9]2[N:4]([C:5]([O:13][CH3:14])=[N:6][CH:7]=[C:8]2[O:11][CH3:12])[N:3]=1.[CH3:15][O:16][C:17]1[C:22]([S:23](Cl)(=[O:25])=[O:24])=[C:21]([C:27]([F:30])([F:29])[F:28])[CH:20]=[CH:19][N:18]=1.N1C=C(C)C=C(C)C=1.Cl. The catalyst is C(#N)C.CS(C)=O. The product is [CH3:14][O:13][C:5]1[N:4]2[N:3]=[C:2]([NH:1][S:23]([C:22]3[C:17]([O:16][CH3:15])=[N:18][CH:19]=[CH:20][C:21]=3[C:27]([F:30])([F:28])[F:29])(=[O:24])=[O:25])[N:10]=[C:9]2[C:8]([O:11][CH3:12])=[CH:7][N:6]=1. The yield is 0.850.